From a dataset of NCI-60 drug combinations with 297,098 pairs across 59 cell lines. Regression. Given two drug SMILES strings and cell line genomic features, predict the synergy score measuring deviation from expected non-interaction effect. (1) Drug 1: CN1C2=C(C=C(C=C2)N(CCCl)CCCl)N=C1CCCC(=O)O.Cl. Drug 2: C1C(C(OC1N2C=NC3=C2NC=NCC3O)CO)O. Cell line: A498. Synergy scores: CSS=2.34, Synergy_ZIP=-1.78, Synergy_Bliss=-1.59, Synergy_Loewe=-1.64, Synergy_HSA=-1.32. (2) Drug 1: COC1=C2C(=CC3=C1OC=C3)C=CC(=O)O2. Drug 2: C1C(C(OC1N2C=NC3=C2NC=NCC3O)CO)O. Cell line: IGROV1. Synergy scores: CSS=0.708, Synergy_ZIP=-1.65, Synergy_Bliss=-3.18, Synergy_Loewe=-0.819, Synergy_HSA=-1.99.